From a dataset of Full USPTO retrosynthesis dataset with 1.9M reactions from patents (1976-2016). Predict the reactants needed to synthesize the given product. Given the product [Cl:27][C:24]1[CH:25]=[CH:26][C:21]([C@@H:14]2[O:13][C@H:12]([CH2:11][N:7]3[C:6]([C:4]([NH2:39])=[O:5])=[CH:10][CH:9]=[N:8]3)[C@@H:17]([OH:18])[C@H:16]([OH:19])[C@H:15]2[OH:20])=[CH:22][C:23]=1[CH2:28][C:29]1[CH:34]=[CH:33][C:32]([O:35][CH2:36][CH3:37])=[CH:31][CH:30]=1, predict the reactants needed to synthesize it. The reactants are: C(O[C:4]([C:6]1[N:7]([CH2:11][C@@H:12]2[C@@H:17]([OH:18])[C@H:16]([OH:19])[C@@H:15]([OH:20])[C@H:14]([C:21]3[CH:26]=[CH:25][C:24]([Cl:27])=[C:23]([CH2:28][C:29]4[CH:34]=[CH:33][C:32]([O:35][CH2:36][CH3:37])=[CH:31][CH:30]=4)[CH:22]=3)[O:13]2)[N:8]=[CH:9][CH:10]=1)=[O:5])C.[C-]#[N:39].[Na+].